From a dataset of Forward reaction prediction with 1.9M reactions from USPTO patents (1976-2016). Predict the product of the given reaction. (1) Given the reactants Cl.[CH3:2][N:3]([CH3:10])[CH2:4]/[CH:5]=[CH:6]/[C:7](O)=[O:8].C(Cl)(=O)C(Cl)=O.[NH2:17][C:18]1[CH:23]=[CH:22][C:21]([C:24]([N:26]2[CH2:30][CH2:29][C@H:28]([NH:31][C:32]3[N:37]=[C:36]([C:38]4[C:46]5[C:41](=[CH:42][CH:43]=[CH:44][CH:45]=5)[NH:40][CH:39]=4)[C:35]([Cl:47])=[CH:34][N:33]=3)[CH2:27]2)=[O:25])=[CH:20][CH:19]=1, predict the reaction product. The product is: [Cl:47][C:35]1[C:36]([C:38]2[C:46]3[C:41](=[CH:42][CH:43]=[CH:44][CH:45]=3)[NH:40][CH:39]=2)=[N:37][C:32]([NH:31][C@H:28]2[CH2:29][CH2:30][N:26]([C:24]([C:21]3[CH:22]=[CH:23][C:18]([NH:17][C:7](=[O:8])/[CH:6]=[CH:5]/[CH2:4][N:3]([CH3:10])[CH3:2])=[CH:19][CH:20]=3)=[O:25])[CH2:27]2)=[N:33][CH:34]=1. (2) Given the reactants [CH2:1]([C@H:8]([NH:33][C:34](=[O:46])[C@@H:35]([N:39]1[CH2:44][CH2:43][CH2:42][NH:41][C:40]1=[O:45])[CH:36]([CH3:38])[CH3:37])[CH2:9][C@H:10]([OH:32])[C@@H:11]([NH:19][C:20](=[O:31])[CH2:21][O:22][C:23]1[C:28]([CH3:29])=[CH:27][CH:26]=[CH:25][C:24]=1[CH3:30])[CH2:12][C:13]1[CH:18]=[CH:17][CH:16]=[CH:15][CH:14]=1)[C:2]1[CH:7]=[CH:6][CH:5]=[CH:4][CH:3]=1.[CH2:47]([S:49][CH2:50][CH3:51])[CH3:48].C(OOC(=O)C1C=CC=CC=1)(=O)C1C=CC=CC=1, predict the reaction product. The product is: [CH2:1]([C@H:8]([NH:33][C:34](=[O:46])[C@@H:35]([N:39]1[CH2:44][CH2:43][CH2:42][NH:41][C:40]1=[O:45])[CH:36]([CH3:38])[CH3:37])[CH2:9][C@H:10]([O:32][CH:47]([S:49][CH2:50][CH3:51])[CH3:48])[C@@H:11]([NH:19][C:20](=[O:31])[CH2:21][O:22][C:23]1[C:24]([CH3:30])=[CH:25][CH:26]=[CH:27][C:28]=1[CH3:29])[CH2:12][C:13]1[CH:14]=[CH:15][CH:16]=[CH:17][CH:18]=1)[C:2]1[CH:7]=[CH:6][CH:5]=[CH:4][CH:3]=1. (3) Given the reactants [OH:1][C:2]1[CH:11]=[C:10]2[C:5](C(C)=[C:7](C3C=CC(C(NCCN4CCOCC4)=O)=CC=3)[C:8](=O)[O:9]2)=[CH:4][CH:3]=1.C1N2CN3CN(C2)C[N:32]1C3.[C:41]([OH:47])(C(F)(F)F)=O, predict the reaction product. The product is: [OH:1][C:2]1[CH:3]=[CH:4][C:5]2[N:32]=[C:8]([CH3:7])[O:9][C:10]=2[C:11]=1[CH:41]=[O:47].